From a dataset of CYP1A2 inhibition data for predicting drug metabolism from PubChem BioAssay. Regression/Classification. Given a drug SMILES string, predict its absorption, distribution, metabolism, or excretion properties. Task type varies by dataset: regression for continuous measurements (e.g., permeability, clearance, half-life) or binary classification for categorical outcomes (e.g., BBB penetration, CYP inhibition). Dataset: cyp1a2_veith. (1) The compound is C=CCSc1nc2ccccc2c(=O)n1Cc1ccco1. The result is 1 (inhibitor). (2) The drug is O=C(CCNC(=O)c1ccccc1)OCN1C(=O)c2ccccc2C1=O. The result is 1 (inhibitor). (3) The drug is CN(C)c1nc(-c2ccccc2C(F)(F)F)nc2ccccc12. The result is 1 (inhibitor).